Dataset: Catalyst prediction with 721,799 reactions and 888 catalyst types from USPTO. Task: Predict which catalyst facilitates the given reaction. (1) Product: [Cl:36][C:35]([Cl:38])([Cl:37])[CH2:34][O:33][C:31](=[O:32])[NH:1][C:2]1[N:6]([C:7]2[CH:12]=[CH:11][CH:10]=[C:9]([O:13][CH2:14][CH2:15][O:16][CH:17]3[CH2:22][CH2:21][CH2:20][CH2:19][O:18]3)[CH:8]=2)[N:5]=[C:4]([C:23]([C:24]#[N:25])([CH3:27])[CH3:26])[CH:3]=1. Reactant: [NH2:1][C:2]1[N:6]([C:7]2[CH:12]=[CH:11][CH:10]=[C:9]([O:13][CH2:14][CH2:15][O:16][CH:17]3[CH2:22][CH2:21][CH2:20][CH2:19][O:18]3)[CH:8]=2)[N:5]=[C:4]([C:23]([CH3:27])([CH3:26])[C:24]#[N:25])[CH:3]=1.[OH-].[Na+].Cl[C:31]([O:33][CH2:34][C:35]([Cl:38])([Cl:37])[Cl:36])=[O:32]. The catalyst class is: 25. (2) Reactant: [NH2:1][C:2]1[CH:11]=[CH:10][CH:9]=[C:8]2[C:3]=1[CH:4]=[CH:5][N:6]=[CH:7]2.[I:12][CH3:13]. Product: [I-:12].[NH2:1][C:2]1[CH:11]=[CH:10][CH:9]=[C:8]2[C:3]=1[CH:4]=[CH:5][N+:6]([CH3:13])=[CH:7]2. The catalyst class is: 21. (3) Reactant: [F:1][C:2]1[CH:3]=[C:4](/[C:9](/[C:14]([F:17])([F:16])[F:15])=[CH:10]\[C:11]([OH:13])=O)[CH:5]=[C:6]([F:8])[CH:7]=1.C(N(CC)CC)C.CC(C)(C)C(Cl)=O.[Li]CCCC.[CH2:37]([C@H:44]1[CH2:48][O:47][C:46](=[O:49])[NH:45]1)[C:38]1[CH:43]=[CH:42][CH:41]=[CH:40][CH:39]=1.Cl. Product: [CH2:37]([C@H:44]1[CH2:48][O:47][C:46](=[O:49])[N:45]1[C:11](=[O:13])/[CH:10]=[C:9](\[C:4]1[CH:5]=[C:6]([F:8])[CH:7]=[C:2]([F:1])[CH:3]=1)/[C:14]([F:17])([F:16])[F:15])[C:38]1[CH:39]=[CH:40][CH:41]=[CH:42][CH:43]=1. The catalyst class is: 49. (4) Reactant: [Br:1][C:2]1[CH:7]=[CH:6][C:5]([CH2:8][CH2:9][OH:10])=[CH:4][CH:3]=1.[H-].[Na+].I[CH3:14]. Product: [Br:1][C:2]1[CH:7]=[CH:6][C:5]([CH2:8][CH2:9][O:10][CH3:14])=[CH:4][CH:3]=1. The catalyst class is: 3. (5) Reactant: [CH2:1]([C:4]1[C:12]([N:13]([CH:16]2[CH2:21][CH2:20][N:19]([C:22]([O:24][C:25]([CH3:28])([CH3:27])[CH3:26])=[O:23])[CH2:18][CH2:17]2)[CH2:14][CH3:15])=[CH:11][CH:10]=[CH:9][C:5]=1[C:6]([OH:8])=O)[CH:2]=[CH2:3].[CH3:29][O:30][C:31]1[C:36]([CH2:37][NH2:38])=[C:35]([CH2:39][CH2:40][CH2:41][CH:42]=[CH2:43])[CH:34]=[C:33]([CH3:44])[N:32]=1.C(Cl)CCl.C1C=NC2N(O)N=NC=2C=1.CN1CCOCC1. Product: [CH2:1]([C:4]1[C:5]([C:6](=[O:8])[NH:38][CH2:37][C:36]2[C:31]([O:30][CH3:29])=[N:32][C:33]([CH3:44])=[CH:34][C:35]=2[CH2:39][CH2:40][CH2:41][CH:42]=[CH2:43])=[CH:9][CH:10]=[CH:11][C:12]=1[N:13]([CH2:14][CH3:15])[CH:16]1[CH2:21][CH2:20][N:19]([C:22]([O:24][C:25]([CH3:26])([CH3:28])[CH3:27])=[O:23])[CH2:18][CH2:17]1)[CH:2]=[CH2:3]. The catalyst class is: 2. (6) Reactant: [CH:1]1(/[CH:6]=[C:7](\[C:13]2[CH:18]=[CH:17][C:16]([S:19]([CH2:22][CH:23]3[CH2:25][CH2:24]3)(=[O:21])=[O:20])=[CH:15][CH:14]=2)/[C:8]([O:10]CC)=[O:9])[CH2:5][CH2:4][CH2:3][CH2:2]1.[OH-].[K+].Cl. Product: [CH:1]1(/[CH:6]=[C:7](\[C:13]2[CH:18]=[CH:17][C:16]([S:19]([CH2:22][CH:23]3[CH2:25][CH2:24]3)(=[O:21])=[O:20])=[CH:15][CH:14]=2)/[C:8]([OH:10])=[O:9])[CH2:2][CH2:3][CH2:4][CH2:5]1. The catalyst class is: 8. (7) Reactant: C([O:3][C:4]([C:6]1[C:7]([CH:25]2[CH2:27][CH2:26]2)=[N:8][N:9]([CH2:11][C:12]2[CH:17]=[CH:16][C:15]([CH2:18][N:19]3[CH:23]=[C:22]([CH3:24])[CH:21]=[N:20]3)=[CH:14][CH:13]=2)[CH:10]=1)=[O:5])C.[OH-].[Na+]. Product: [CH:25]1([C:7]2[C:6]([C:4]([OH:5])=[O:3])=[CH:10][N:9]([CH2:11][C:12]3[CH:17]=[CH:16][C:15]([CH2:18][N:19]4[CH:23]=[C:22]([CH3:24])[CH:21]=[N:20]4)=[CH:14][CH:13]=3)[N:8]=2)[CH2:27][CH2:26]1. The catalyst class is: 8. (8) Reactant: [NH:1]1[CH:5]=[CH:4][C:3]([C:6]2[NH:7][C:8]3[CH:9]=[CH:10][CH:11]=[C:12]([C:15]([O:17]CC)=[O:16])[C:13]=3[CH:14]=2)=[N:2]1.[OH-].[Na+]. Product: [NH:1]1[CH:5]=[CH:4][C:3]([C:6]2[NH:7][C:8]3[CH:9]=[CH:10][CH:11]=[C:12]([C:15]([OH:17])=[O:16])[C:13]=3[CH:14]=2)=[N:2]1. The catalyst class is: 14. (9) Reactant: [NH:1]1[C:5]2[CH:6]=[CH:7][CH:8]=[CH:9][C:4]=2[N:3]=[C:2]1[C:10]([N:12]([CH2:34][CH:35]([CH3:37])[CH3:36])[C@H:13]1[CH2:18][C@@H:17]([C:19]([N:21]2[CH2:26][CH2:25][O:24][CH2:23][CH2:22]2)=[O:20])[CH2:16][N:15]([C:27]([O:29][C:30]([CH3:33])([CH3:32])[CH3:31])=[O:28])[CH2:14]1)=[O:11].Br[CH2:39][CH2:40][C:41]1[CH:46]=[CH:45][CH:44]=[CH:43][CH:42]=1.C(=O)([O-])[O-].[Cs+].[Cs+]. The catalyst class is: 9. Product: [CH3:36][CH:35]([CH3:37])[CH2:34][N:12]([C:10]([C:2]1[N:3]([CH2:39][CH2:40][C:41]2[CH:46]=[CH:45][CH:44]=[CH:43][CH:42]=2)[C:4]2[CH:9]=[CH:8][CH:7]=[CH:6][C:5]=2[N:1]=1)=[O:11])[C@H:13]1[CH2:18][C@@H:17]([C:19]([N:21]2[CH2:22][CH2:23][O:24][CH2:25][CH2:26]2)=[O:20])[CH2:16][N:15]([C:27]([O:29][C:30]([CH3:31])([CH3:32])[CH3:33])=[O:28])[CH2:14]1.